Dataset: Catalyst prediction with 721,799 reactions and 888 catalyst types from USPTO. Task: Predict which catalyst facilitates the given reaction. (1) Reactant: [O:1]([CH2:8][C:9]1[CH:17]=[CH:16][C:12]([C:13](O)=[O:14])=[CH:11][CH:10]=1)[C:2]1[CH:7]=[CH:6][CH:5]=[CH:4][CH:3]=1.B. Product: [O:1]([CH2:8][C:9]1[CH:10]=[CH:11][C:12]([CH2:13][OH:14])=[CH:16][CH:17]=1)[C:2]1[CH:7]=[CH:6][CH:5]=[CH:4][CH:3]=1. The catalyst class is: 7. (2) Reactant: [NH2:1][C:2]1[S:3][C:4]([Br:7])=[CH:5][N:6]=1.N1C=CC=CC=1.Cl[C:15]([O:17][C:18]1[CH:23]=[CH:22][CH:21]=[CH:20][CH:19]=1)=[O:16]. The catalyst class is: 2. Product: [Br:7][C:4]1[S:3][C:2]([NH:1][C:15](=[O:16])[O:17][C:18]2[CH:23]=[CH:22][CH:21]=[CH:20][CH:19]=2)=[N:6][CH:5]=1. (3) Reactant: [C:1]([NH:4][C:5]1[CH:10]=[CH:9][C:8]([NH:11][C:12](=[S:29])[NH:13][C:14]2[CH:26]=[C:25]([Cl:27])[C:17]([O:18][CH2:19][CH2:20][O:21]C(=O)C)=[C:16]([Cl:28])[CH:15]=2)=[CH:7][CH:6]=1)(=[O:3])[CH3:2].O1CCCC1.[OH-].[Na+].Cl. Product: [Cl:27][C:25]1[CH:26]=[C:14]([NH:13][C:12](=[S:29])[NH:11][C:8]2[CH:9]=[CH:10][C:5]([NH:4][C:1](=[O:3])[CH3:2])=[CH:6][CH:7]=2)[CH:15]=[C:16]([Cl:28])[C:17]=1[O:18][CH2:19][CH2:20][OH:21]. The catalyst class is: 5. (4) The catalyst class is: 327. Product: [Cl:1][C:2]1[CH:7]=[C:6]([Cl:8])[CH:5]=[CH:4][C:3]=1[C:9]1[C:17]2[C:13](=[C:14]([C:19]([C:21]3[N:22]([CH2:26][O:27][CH3:28])[N:23]=[CH:24][N:25]=3)=[O:20])[N:15]([CH3:18])[N:16]=2)[CH:12]=[CH:11][CH:10]=1. Reactant: [Cl:1][C:2]1[CH:7]=[C:6]([Cl:8])[CH:5]=[CH:4][C:3]=1[C:9]1[C:17]2[C:13](=[C:14]([CH:19]([C:21]3[N:22]([CH2:26][O:27][CH3:28])[N:23]=[CH:24][N:25]=3)[OH:20])[N:15]([CH3:18])[N:16]=2)[CH:12]=[CH:11][CH:10]=1. (5) Reactant: Cl[C:2]1[CH:7]=[CH:6][C:5]([S:8]([C:11]2[C:12]([CH2:16][C:17]3[C:25]4[C:20](=[CH:21][CH:22]=[C:23]([F:26])[CH:24]=4)[N:19]([CH2:27][C:28]([OH:30])=[O:29])[C:18]=3[CH3:31])=[CH:13][S:14][CH:15]=2)(=[O:10])=[O:9])=[CH:4][CH:3]=1.C(N(CC)CC)C. Product: [C:5]1([S:8]([C:11]2[C:12]([CH2:16][C:17]3[C:25]4[C:20](=[CH:21][CH:22]=[C:23]([F:26])[CH:24]=4)[N:19]([CH2:27][C:28]([OH:30])=[O:29])[C:18]=3[CH3:31])=[CH:13][S:14][CH:15]=2)(=[O:10])=[O:9])[CH:6]=[CH:7][CH:2]=[CH:3][CH:4]=1. The catalyst class is: 63.